From a dataset of Catalyst prediction with 721,799 reactions and 888 catalyst types from USPTO. Predict which catalyst facilitates the given reaction. (1) Reactant: C(O[CH:4]=[C:5]([C:11](=O)[C:12]([F:15])([F:14])[F:13])[C:6]([O:8][CH2:9][CH3:10])=[O:7])C.[CH3:17][NH:18][NH2:19].C(OCC)(=O)C.CCCCCCC. Product: [CH3:17][N:18]1[C:11]([C:12]([F:15])([F:14])[F:13])=[C:5]([C:6]([O:8][CH2:9][CH3:10])=[O:7])[CH:4]=[N:19]1. The catalyst class is: 412. (2) Reactant: [NH2:1][C:2]1[C:7]([NH2:8])=[C:6]([C:9]2[CH:27]=[CH:26][C:12]([CH2:13][NH:14][C:15]([C:17]3[O:21][N:20]=[C:19]([C:22]([CH3:25])([CH3:24])[CH3:23])[N:18]=3)=[O:16])=[C:11]([F:28])[CH:10]=2)[CH:5]=[CH:4][N:3]=1.[F:29][C:30]([F:35])([F:34])[C:31](O)=O.CCN(C(C)C)C(C)C.C(P1(=O)OP(=O)(CCC)OP(=O)(CCC)O1)CC. Product: [F:28][C:11]1[CH:10]=[C:9]([C:6]2[CH:5]=[CH:4][N:3]=[C:2]3[NH:1][C:31]([C:30]([F:35])([F:34])[F:29])=[N:8][C:7]=23)[CH:27]=[CH:26][C:12]=1[CH2:13][NH:14][C:15]([C:17]1[O:21][N:20]=[C:19]([C:22]([CH3:23])([CH3:24])[CH3:25])[N:18]=1)=[O:16]. The catalyst class is: 12. (3) Reactant: [CH3:1][C:2]1[N:7]=[C:6]([OH:8])[CH:5]=[CH:4][C:3]=1[N+:9]([O-:11])=[O:10].[Cl:12][C:13]1[CH:18]=[CH:17][CH:16]=[C:15]([Cl:19])[C:14]=1[N:20]1[C:24]([CH2:25]O)=[C:23]([CH:27]([CH3:29])[CH3:28])[N:22]=[N:21]1.C1(P(C2C=CC=CC=2)C2C=CC=CC=2)C=CC=CC=1.N(C(OC(C)C)=O)=NC(OC(C)C)=O. The catalyst class is: 48. Product: [Cl:19][C:15]1[CH:16]=[CH:17][CH:18]=[C:13]([Cl:12])[C:14]=1[N:20]1[C:24]([CH2:25][O:8][C:6]2[N:7]=[C:2]([CH3:1])[C:3]([N+:9]([O-:11])=[O:10])=[CH:4][CH:5]=2)=[C:23]([CH:27]([CH3:29])[CH3:28])[N:22]=[N:21]1. (4) Reactant: COC1C=C([C:9]2[N:10]=[C:11]([NH:21][CH2:22][CH3:23])[S:12][C:13]=2[C:14]2[CH:19]=[CH:18][N:17]=[C:16]([Cl:20])[N:15]=2)C=CC=1.F[C:25]1[CH:26]=[C:27](N)[CH:28]=[CH:29][C:30]=1[O:31][CH:32]1[CH2:37]CN(CCS(C)(=O)=O)CC1.[CH3:45]C(O)C. Product: [Cl:20][C:16]1[N:15]=[C:14]([C:13]2[S:12][C:11]([NH:21][CH2:22][CH3:23])=[N:10][C:9]=2[C:28]2[CH:27]=[C:26]([CH3:45])[CH:25]=[C:30]([O:31][CH2:32][CH3:37])[CH:29]=2)[CH:19]=[CH:18][N:17]=1. The catalyst class is: 33. (5) The catalyst class is: 13. Product: [Cl:18][C:9]1[CH:8]=[N:7][C:6]2[C:11](=[C:12]([O:13][CH3:14])[C:3]([O:2][CH3:1])=[CH:4][CH:5]=2)[N:10]=1. Reactant: [CH3:1][O:2][C:3]1[C:12]([O:13][CH3:14])=[C:11]2[C:6]([N:7]=[CH:8][C:9](=O)[NH:10]2)=[CH:5][CH:4]=1.P(Cl)(Cl)([Cl:18])=O.CCCCCC. (6) Reactant: [Cl:1][C:2]1[CH:7]=[CH:6][C:5]([C:8]2[CH:13]=[CH:12][C:11]([C:14]#[C:15][C:16]([OH:18])=O)=[CH:10][CH:9]=2)=[CH:4][CH:3]=1.Cl.[CH:20]1([CH2:26][NH:27][CH2:28][C:29]2[CH:34]=[CH:33][C:32]([NH2:35])=[CH:31][CH:30]=2)[CH2:25][CH2:24][CH2:23][CH2:22][CH2:21]1. Product: [CH:20]1([CH2:26][NH:27][CH2:28][C:29]2[CH:34]=[CH:33][C:32]([NH:35][C:16](=[O:18])[C:15]#[C:14][C:11]3[CH:10]=[CH:9][C:8]([C:5]4[CH:4]=[CH:3][C:2]([Cl:1])=[CH:7][CH:6]=4)=[CH:13][CH:12]=3)=[CH:31][CH:30]=2)[CH2:25][CH2:24][CH2:23][CH2:22][CH2:21]1. The catalyst class is: 98. (7) Reactant: [CH3:1][S:2](Cl)(=[O:4])=[O:3].[F:6][C:7]1([F:36])[CH2:12][CH2:11][CH2:10][N:9]([C:13]2[CH:19]=[CH:18][C:17]([C:20]3[O:24][N:23]=[C:22]([C:25]4[CH:30]=[CH:29][CH:28]=[CH:27][C:26]=4[O:31][C:32]([F:35])([F:34])[F:33])[N:21]=3)=[CH:16][C:14]=2[NH2:15])[CH2:8]1. Product: [F:36][C:7]1([F:6])[CH2:12][CH2:11][CH2:10][N:9]([C:13]2[CH:19]=[CH:18][C:17]([C:20]3[O:24][N:23]=[C:22]([C:25]4[CH:30]=[CH:29][CH:28]=[CH:27][C:26]=4[O:31][C:32]([F:33])([F:34])[F:35])[N:21]=3)=[CH:16][C:14]=2[NH:15][S:2]([CH3:1])(=[O:4])=[O:3])[CH2:8]1. The catalyst class is: 17. (8) Reactant: [CH3:1][C:2]1[O:3][C:4]2[C:9]([C:10](=[O:12])[CH:11]=1)=[CH:8][CH:7]=[CH:6][C:5]=2[CH:13]=[C:14]([C:22](=O)[CH3:23])[C:15]([O:17][CH:18]1[CH2:21][CH2:20][CH2:19]1)=[O:16].[NH2:25][C:26]([C:30]([F:33])([F:32])[F:31])=[CH:27][C:28]#[N:29].CC(C)([O-])C.[K+]. Product: [C:28]([C:27]1[CH:13]([C:5]2[CH:6]=[CH:7][CH:8]=[C:9]3[C:4]=2[O:3][C:2]([CH3:1])=[CH:11][C:10]3=[O:12])[C:14]([C:15]([O:17][CH:18]2[CH2:19][CH2:20][CH2:21]2)=[O:16])=[C:22]([CH3:23])[NH:25][C:26]=1[C:30]([F:33])([F:32])[F:31])#[N:29]. The catalyst class is: 41. (9) Reactant: Cl[CH2:2][CH2:3][CH2:4][S:5]([N:8]1[CH2:13][CH2:12][CH:11]([C:14]2[C:22]3[C:17](=[C:18]([C:29]([NH2:31])=[O:30])[CH:19]=[C:20]([C:23]4[CH:28]=[CH:27][CH:26]=[CH:25][CH:24]=4)[CH:21]=3)[NH:16][CH:15]=2)[CH2:10][CH2:9]1)(=[O:7])=[O:6].[CH3:32][C:33]1[CH:38]=[CH:37][C:36]([OH:39])=[CH:35][CH:34]=1.C([O-])([O-])=O.[K+].[K+].[I-].[Na+]. The catalyst class is: 16. Product: [CH3:32][C:33]1[CH:38]=[CH:37][C:36]([O:39][CH2:2][CH2:3][CH2:4][S:5]([N:8]2[CH2:13][CH2:12][CH:11]([C:14]3[C:22]4[C:17](=[C:18]([C:29]([NH2:31])=[O:30])[CH:19]=[C:20]([C:23]5[CH:28]=[CH:27][CH:26]=[CH:25][CH:24]=5)[CH:21]=4)[NH:16][CH:15]=3)[CH2:10][CH2:9]2)(=[O:7])=[O:6])=[CH:35][CH:34]=1.